Predict the product of the given reaction. From a dataset of Forward reaction prediction with 1.9M reactions from USPTO patents (1976-2016). Given the reactants C(P(C(C)(C)C)C1C=CC=CC=1C1C=CC=CC=1C)(C)(C)C.C(O)=O.C([O:29][C:30]([C@@H:32]1[CH2:37][C@@H:36]2[C@@H:34]([CH2:35]2)[N:33]1[C:38](=[O:52])[CH2:39][N:40]1[C:44]2=[N:45][CH:46]=[CH:47][CH:48]=[C:43]2[C:42]([C:49](=[O:51])[CH3:50])=[N:41]1)=[O:31])C=C, predict the reaction product. The product is: [C:49]([C:42]1[C:43]2[C:44](=[N:45][CH:46]=[CH:47][CH:48]=2)[N:40]([CH2:39][C:38]([N:33]2[C@H:32]([C:30]([OH:31])=[O:29])[CH2:37][C@@H:36]3[C@H:34]2[CH2:35]3)=[O:52])[N:41]=1)(=[O:51])[CH3:50].